Dataset: Forward reaction prediction with 1.9M reactions from USPTO patents (1976-2016). Task: Predict the product of the given reaction. (1) Given the reactants [CH3:1][C:2]1[C:6]([C:7](OCC)=[O:8])=[CH:5][N:4]([C:12]2[CH:17]=[CH:16][CH:15]=[CH:14][N:13]=2)[N:3]=1.[H-].[Al+3].[Li+].[H-].[H-].[H-].O.O.O.O.O.O.O.O.O.O.[O-]S([O-])(=O)=O.[Na+].[Na+].CCCCCC, predict the reaction product. The product is: [CH3:1][C:2]1[C:6]([CH2:7][OH:8])=[CH:5][N:4]([C:12]2[CH:17]=[CH:16][CH:15]=[CH:14][N:13]=2)[N:3]=1. (2) Given the reactants [CH3:1][O:2][C:3]1[CH:4]=[CH:5][CH:6]=[C:7]2[C:12]=1[N:11]=[C:10]([C:13]1[CH:18]=[CH:17][C:16]([OH:19])=[CH:15][CH:14]=1)[CH:9]=[C:8]2[C:20]1[CH:25]=[CH:24][CH:23]=[CH:22][CH:21]=1.C([O-])([O-])=O.[K+].[K+].Cl[CH2:33][C:34]([NH2:36])=[O:35], predict the reaction product. The product is: [CH3:1][O:2][C:3]1[CH:4]=[CH:5][CH:6]=[C:7]2[C:12]=1[N:11]=[C:10]([C:13]1[CH:18]=[CH:17][C:16]([O:19][CH2:33][C:34]([NH2:36])=[O:35])=[CH:15][CH:14]=1)[CH:9]=[C:8]2[C:20]1[CH:25]=[CH:24][CH:23]=[CH:22][CH:21]=1. (3) Given the reactants [N:1]1([C:7]2[N:12]=[CH:11][NH:10][C:9](=[O:13])[CH:8]=2)[CH2:6][CH2:5][NH:4][CH2:3][CH2:2]1.[CH2:14]1[O:24][C:23]2[C:16](=[C:17]([CH:20]=[CH:21][CH:22]=2)[CH:18]=O)[O:15]1, predict the reaction product. The product is: [O:24]1[C:23]2[CH:22]=[CH:21][CH:20]=[C:17]([CH2:18][N:4]3[CH2:5][CH2:6][N:1]([C:7]4[N:12]=[CH:11][NH:10][C:9](=[O:13])[CH:8]=4)[CH2:2][CH2:3]3)[C:16]=2[O:15][CH2:14]1. (4) Given the reactants [CH3:1][O:2][C:3]1[N:8]=[CH:7][C:6]([N:9]2[C:18]3[C:13](=[CH:14][CH:15]=[CH:16][N:17]=3)[CH:12]=[C:11]([C:19](OC3CCCC(=O)C=3)=[O:20])[C:10]2=[O:29])=[CH:5][CH:4]=1.C(N(CC)CC)C.C[C:38]([CH3:42])([OH:41])[C:39]#N.[C:43](O)(=O)[CH2:44][C:45](CC(O)=O)(C(O)=O)[OH:46], predict the reaction product. The product is: [OH:46][C:45]1[CH2:44][CH2:43][CH2:42][C:38](=[O:41])[C:39]=1[C:19]([C:11]1[C:10](=[O:29])[N:9]([C:6]2[CH:7]=[N:8][C:3]([O:2][CH3:1])=[CH:4][CH:5]=2)[C:18]2[C:13]([CH:12]=1)=[CH:14][CH:15]=[CH:16][N:17]=2)=[O:20]. (5) Given the reactants [CH3:1][N:2]1[CH:7]=[C:6]([CH2:8][C:9]2[CH:10]=[N:11][C:12]([O:15][CH3:16])=[N:13][CH:14]=2)[C:5](=[O:17])[N:4]=[C:3]1[NH:18][N+]([O-])=O.[Cl:22][C:23]1[CH:28]=[CH:27][C:26]([O:29][C:30]2[CH:35]=[CH:34][C:33]([CH2:36][CH2:37]N)=[CH:32][CH:31]=2)=[CH:25][C:24]=1[C:39]([F:42])([F:41])[F:40].[Cl:22][C:23]1[CH:28]=[CH:27][C:26]([O:29][C:30]2[CH:31]=[CH:32][C:33]([CH2:36][CH2:37]N)=[CH:34][CH:35]=2)=[CH:25][C:24]=1[C:39]([F:40])([F:41])[F:42], predict the reaction product. The product is: [Cl:22][C:23]1[CH:28]=[CH:27][C:26]([O:29][C:30]2[CH:31]=[CH:32][C:33]([CH2:36][CH2:37][NH:18][C:3]3[N:2]([CH3:1])[CH:7]=[C:6]([CH2:8][C:9]4[CH:10]=[N:11][C:12]([O:15][CH3:16])=[N:13][CH:14]=4)[C:5](=[O:17])[N:4]=3)=[CH:34][CH:35]=2)=[CH:25][C:24]=1[C:39]([F:40])([F:41])[F:42]. (6) Given the reactants [NH2:1][C:2]1[CH:7]=[CH:6][C:5]([C:8]#[N:9])=[CH:4][N:3]=1.[C:10](O[C:10]([O:12][C:13]([CH3:16])([CH3:15])[CH3:14])=[O:11])([O:12][C:13]([CH3:16])([CH3:15])[CH3:14])=[O:11].[BH4-].[Na+], predict the reaction product. The product is: [C:13]([O:12][C:10](=[O:11])[NH:9][CH2:8][C:5]1[CH:4]=[N:3][C:2]([NH2:1])=[CH:7][CH:6]=1)([CH3:16])([CH3:15])[CH3:14]. (7) Given the reactants Cl[C:2]1[C:11]2[C:6](=[CH:7][CH:8]=[C:9]([CH3:12])[CH:10]=2)[N:5]=[C:4]([N:13]2[CH2:19][C:18]3[CH:20]=[CH:21][CH:22]=[CH:23][C:17]=3[S:16](=[O:25])(=[O:24])[CH2:15][CH2:14]2)[CH:3]=1.[NH:26]1[CH2:31][CH2:30][CH:29]([C:32]([NH2:34])=[O:33])[CH2:28][CH2:27]1, predict the reaction product. The product is: [O:24]=[S:16]1(=[O:25])[C:17]2[CH:23]=[CH:22][CH:21]=[CH:20][C:18]=2[CH2:19][N:13]([C:4]2[CH:3]=[C:2]([NH:34][C:32]([CH:29]3[CH2:30][CH2:31][NH:26][CH2:27][CH2:28]3)=[O:33])[C:11]3[C:6](=[CH:7][CH:8]=[C:9]([CH3:12])[CH:10]=3)[N:5]=2)[CH2:14][CH2:15]1. (8) Given the reactants Br[C:2]1[CH:10]=[CH:9][CH:8]=[C:7]2[C:3]=1[CH:4]=[C:5]([C:20]([O:22][CH2:23][CH3:24])=[O:21])[N:6]2[CH2:11][C:12]1[CH:17]=[CH:16][C:15]([Cl:18])=[C:14]([Cl:19])[CH:13]=1.C([Sn](CCCC)(CCCC)[C:30]1[CH:35]=[CH:34][CH:33]=[CH:32][N:31]=1)CCC.[Cl-].[Li+], predict the reaction product. The product is: [Cl:19][C:14]1[CH:13]=[C:12]([CH:17]=[CH:16][C:15]=1[Cl:18])[CH2:11][N:6]1[C:7]2[C:3](=[C:2]([C:30]3[CH:35]=[CH:34][CH:33]=[CH:32][N:31]=3)[CH:10]=[CH:9][CH:8]=2)[CH:4]=[C:5]1[C:20]([O:22][CH2:23][CH3:24])=[O:21]. (9) Given the reactants [F:1][C:2]1[CH:27]=[C:26]([F:28])[CH:25]=[CH:24][C:3]=1[CH2:4][O:5][C:6]1[N:7]=[CH:8][N:9]([C:13]2[CH:14]=[C:15]([CH:20]=[CH:21][C:22]=2[CH3:23])[C:16]([O:18]C)=[O:17])[C:10](=[O:12])[CH:11]=1.[OH-].[Na+], predict the reaction product. The product is: [F:1][C:2]1[CH:27]=[C:26]([F:28])[CH:25]=[CH:24][C:3]=1[CH2:4][O:5][C:6]1[N:7]=[CH:8][N:9]([C:13]2[CH:14]=[C:15]([CH:20]=[CH:21][C:22]=2[CH3:23])[C:16]([OH:18])=[O:17])[C:10](=[O:12])[CH:11]=1.